From a dataset of CYP2C9 inhibition data for predicting drug metabolism from PubChem BioAssay. Regression/Classification. Given a drug SMILES string, predict its absorption, distribution, metabolism, or excretion properties. Task type varies by dataset: regression for continuous measurements (e.g., permeability, clearance, half-life) or binary classification for categorical outcomes (e.g., BBB penetration, CYP inhibition). Dataset: cyp2c9_veith. (1) The drug is Cc1noc(C)c1-c1cncnc1NCc1cccnc1. The result is 0 (non-inhibitor). (2) The molecule is c1nc(N2CC2)c2cnn([C@@H]3CCCCO3)c2n1. The result is 0 (non-inhibitor). (3) The molecule is CS(=O)(=O)N1CCC[C@@]2(CCN(C(=O)Nc3cccc(F)c3)C2)C1. The result is 0 (non-inhibitor). (4) The molecule is CC(C)C(=O)Nc1cc2c(cc1C(=O)c1ccccc1)OCCO2. The result is 1 (inhibitor). (5) The compound is N[C@@H](CS(=O)O)C(=O)O. The result is 0 (non-inhibitor). (6) The molecule is CCCNC(=O)OC[C@@H]1O[C@H](CCO/N=C(\C)CCC(=O)OC[C@@H]2O[C@H](C#Cc3ccccc3)C=C[C@@H]2Oc2ccc(C)cc2)C=C[C@@H]1Oc1ccc(OC)cc1. The result is 0 (non-inhibitor).